This data is from hERG Central: cardiac toxicity at 1µM, 10µM, and general inhibition. The task is: Predict hERG channel inhibition at various concentrations. (1) The compound is CCn1c(SCc2nc3ccccc3s2)nnc1-c1cccs1. Results: hERG_inhib (hERG inhibition (general)): blocker. (2) The molecule is O=C(COc1ccc(S(=O)(=O)N2CCOCC2)cc1)N1CCc2ccccc2C1. Results: hERG_inhib (hERG inhibition (general)): blocker. (3) The molecule is Cc1ccc(C(=O)c2ccc(N3CCN(C)CC3)c([N+](=O)[O-])c2)cc1. Results: hERG_inhib (hERG inhibition (general)): blocker. (4) Results: hERG_inhib (hERG inhibition (general)): blocker. The molecule is CCC(=O)c1ccc(OCC(O)CN2CCN(S(=O)(=O)N3CCCCC3)CC2)cc1. (5) The drug is COc1cccc(C(=O)Nc2ccc(-n3nncc3C(C)(C)C)cc2)c1. Results: hERG_inhib (hERG inhibition (general)): blocker.